From a dataset of Forward reaction prediction with 1.9M reactions from USPTO patents (1976-2016). Predict the product of the given reaction. (1) Given the reactants C(=[N:14][C:15]1[CH:24]=[C:23]([C:25]2[CH:30]=[CH:29][CH:28]=[CH:27][CH:26]=2)[C:22]2[C:17](=[CH:18][C:19]([S:31][C:32]3[CH:33]=[C:34]([C:38]4([C:44]#[N:45])[CH2:43][CH2:42][O:41][CH2:40][CH2:39]4)[CH:35]=[CH:36][CH:37]=3)=[CH:20][CH:21]=2)[N:16]=1)(C1C=CC=CC=1)C1C=CC=CC=1.Cl.NO.C([O-])(=O)C.[K+], predict the reaction product. The product is: [NH2:14][C:15]1[CH:24]=[C:23]([C:25]2[CH:26]=[CH:27][CH:28]=[CH:29][CH:30]=2)[C:22]2[C:17](=[CH:18][C:19]([S:31][C:32]3[CH:33]=[C:34]([C:38]4([C:44]#[N:45])[CH2:39][CH2:40][O:41][CH2:42][CH2:43]4)[CH:35]=[CH:36][CH:37]=3)=[CH:20][CH:21]=2)[N:16]=1. (2) Given the reactants [Cl:1][C:2]1[C:3]2[N:4]([C:8]([CH:12]3[CH2:15][C:14](=O)[CH2:13]3)=[N:9][C:10]=2[I:11])[CH:5]=[CH:6][N:7]=1.[Na].[C:18]([N:21]1[CH2:26][CH2:25][NH:24][CH2:23][CH2:22]1)(=[O:20])[CH3:19], predict the reaction product. The product is: [Cl:1][C:2]1[C:3]2[N:4]([C:8]([CH:12]3[CH2:15][CH:14]([N:24]4[CH2:25][CH2:26][N:21]([C:18](=[O:20])[CH3:19])[CH2:22][CH2:23]4)[CH2:13]3)=[N:9][C:10]=2[I:11])[CH:5]=[CH:6][N:7]=1.